Dataset: Full USPTO retrosynthesis dataset with 1.9M reactions from patents (1976-2016). Task: Predict the reactants needed to synthesize the given product. (1) Given the product [ClH:18].[NH2:1][C@@H:2]([CH2:11][C@H:12]([CH3:17])[CH2:13][CH2:14][CH2:15][CH3:16])[CH2:3][C:4]([OH:6])=[O:5], predict the reactants needed to synthesize it. The reactants are: [NH2:1][C@@H:2]([CH2:11][C@H:12]([CH3:17])[CH2:13][CH2:14][CH2:15][CH3:16])[CH2:3][C:4]([O:6]C(C)(C)C)=[O:5].[ClH:18]. (2) Given the product [Br:1][C:2]1[CH:11]=[C:10]([CH:9]=[C:4]([CH2:5][OH:6])[CH:3]=1)[C:18]([O:21][CH3:22])=[O:19], predict the reactants needed to synthesize it. The reactants are: [Br:1][C:2]1(C(OC)=O)[CH:11]=[CH:10][CH:9]=[C:4]([C:5](OC)=[O:6])[CH2:3]1.[BH4-].[Na+].[CH3:18][OH:19].Cl.[O:21]1CCC[CH2:22]1. (3) Given the product [F:1][C:2]1[CH:12]=[CH:11][C:5]2[CH:6]([NH2:9])[CH2:7][O:8][C:4]=2[CH:3]=1, predict the reactants needed to synthesize it. The reactants are: [F:1][C:2]1[CH:12]=[CH:11][C:5]2[C:6](=[N:9]O)[CH2:7][O:8][C:4]=2[CH:3]=1.[H][H].